This data is from Catalyst prediction with 721,799 reactions and 888 catalyst types from USPTO. The task is: Predict which catalyst facilitates the given reaction. (1) Reactant: [NH2:1][C:2]1[C:3](Cl)=[N:4][CH:5]=[N:6][C:7]=1Cl.[O:10]1CC[CH2:12][CH2:11]1.[OH-].[Na+]. Product: [CH2:11]([O:10][C:3]1[C:2]([NH2:1])=[CH:7][N:6]=[CH:5][N:4]=1)[CH3:12]. The catalyst class is: 349. (2) Reactant: ClCCl.Br[C:5]1[CH:15]=[CH:14][C:8]2[N:9]([CH3:13])[C:10](=[O:12])[O:11][C:7]=2[CH:6]=1.[CH3:16][C:17]1([CH3:33])[C:21]([CH3:23])([CH3:22])[O:20][B:19]([B:19]2[O:20][C:21]([CH3:23])([CH3:22])[C:17]([CH3:33])([CH3:16])[O:18]2)[O:18]1.C([O-])(=O)C.[K+]. Product: [CH3:13][N:9]1[C:8]2[CH:14]=[CH:15][C:5]([B:19]3[O:20][C:21]([CH3:23])([CH3:22])[C:17]([CH3:33])([CH3:16])[O:18]3)=[CH:6][C:7]=2[O:11][C:10]1=[O:12]. The catalyst class is: 75. (3) Reactant: C(N(C(C)C)CC)(C)C.[Cl:10][C:11]1[CH:16]=[CH:15][CH:14]=[CH:13][C:12]=1[C:17]1[C:21]([C:22](Cl)=[O:23])=[C:20]([CH3:25])[O:19][N:18]=1.[Cl:26][C:27]1[N:32]=[CH:31][C:30]([CH2:33][O:34][C:35]2[CH:44]=[CH:43][C:38](/[C:39](=[N:41]/[OH:42])/[NH2:40])=[CH:37][CH:36]=2)=[CH:29][CH:28]=1.CCOC(C)=O. Product: [Cl:10][C:11]1[CH:16]=[CH:15][CH:14]=[CH:13][C:12]=1[C:17]1[C:21]([C:22]([O:42]/[N:41]=[C:39](\[NH2:40])/[C:38]2[CH:37]=[CH:36][C:35]([O:34][CH2:33][C:30]3[CH:31]=[N:32][C:27]([Cl:26])=[CH:28][CH:29]=3)=[CH:44][CH:43]=2)=[O:23])=[C:20]([CH3:25])[O:19][N:18]=1. The catalyst class is: 116. (4) Reactant: C(O[BH-](OC(=O)C)OC(=O)C)(=O)C.[Na+].Cl.[CH3:16][O:17][C:18]([CH:20]1[CH2:24][CH2:23][NH:22][CH2:21]1)=[O:19].[O:25]([C:32]1[CH:33]=[C:34]([CH:37]=[CH:38][CH:39]=1)[CH:35]=O)[C:26]1[CH:31]=[CH:30][CH:29]=[CH:28][CH:27]=1. Product: [CH3:16][O:17][C:18]([CH:20]1[CH2:24][CH2:23][N:22]([CH2:35][C:34]2[CH:37]=[CH:38][CH:39]=[C:32]([O:25][C:26]3[CH:31]=[CH:30][CH:29]=[CH:28][CH:27]=3)[CH:33]=2)[CH2:21]1)=[O:19]. The catalyst class is: 26. (5) Reactant: [Cl:1][C:2]1[CH:3]=[CH:4][C:5]([O:20][CH3:21])=[C:6]([C:8]2[N:16]3[C:11]([CH:12]=[N:13][C:14](S(C)=O)=[N:15]3)=[CH:10][CH:9]=2)[CH:7]=1.[CH3:22][O:23][C:24]1[CH:25]=[C:26]([CH:28]=[CH:29][CH:30]=1)[NH2:27]. Product: [Cl:1][C:2]1[CH:3]=[CH:4][C:5]([O:20][CH3:21])=[C:6]([C:8]2[N:16]3[C:11]([CH:12]=[N:13][C:14]([NH:27][C:26]4[CH:28]=[CH:29][CH:30]=[C:24]([O:23][CH3:22])[CH:25]=4)=[N:15]3)=[CH:10][CH:9]=2)[CH:7]=1. The catalyst class is: 60. (6) Reactant: [CH2:1]([O:19][CH2:20][CH2:21][NH:22][C:23]1[NH:24][C:25](=[O:40])[C:26]2[N:27]=[CH:28][N:29]([CH2:32][CH2:33][O:34][CH2:35][P:36]([OH:39])([OH:38])=[O:37])[C:30]=2[N:31]=1)[CH2:2][CH2:3][CH2:4][CH2:5][CH2:6][CH2:7][CH2:8][CH2:9][CH2:10][CH2:11][CH2:12][CH2:13][CH2:14][CH2:15][CH2:16][CH2:17][CH3:18].[C:41](Cl)(=[O:45])[C:42](Cl)=[O:43].[C:47](=C(C(CO)O)O)([CH3:49])[CH3:48].[C:56](=O)(O)[O-].[Na+]. Product: [C:47](=[C:28]1[N:27]=[C:26]2[C:30](=[N:31][CH:23]([N:22]([CH2:56][CH:42]([CH2:41][OH:45])[OH:43])[CH2:21][CH2:20][O:19][CH2:1][CH2:2][CH2:3][CH2:4][CH2:5][CH2:6][CH2:7][CH2:8][CH2:9][CH2:10][CH2:11][CH2:12][CH2:13][CH2:14][CH2:15][CH2:16][CH2:17][CH3:18])[NH:24][C:25]2=[O:40])[N:29]1[CH2:32][CH2:33][O:34][CH2:35][P:36]([OH:38])([OH:39])=[O:37])([CH3:49])[CH3:48]. The catalyst class is: 588. (7) The catalyst class is: 2. Reactant: [CH3:1][O:2][C:3]1[CH:48]=[CH:47][C:6]([CH2:7][N:8]([CH2:38][C:39]2[CH:44]=[CH:43][C:42]([O:45][CH3:46])=[CH:41][CH:40]=2)[C:9]2[N:14]=[C:13]([CH3:15])[N:12]=[C:11]([C:16]3[CH:17]=[C:18]([C@H:23]([N:25]4[CH2:30][CH2:29][N:28](C(OC(C)(C)C)=O)[CH2:27][CH2:26]4)[CH3:24])[CH:19]=[N:20][C:21]=3[F:22])[CH:10]=2)=[CH:5][CH:4]=1.C(O)(C(F)(F)F)=O. Product: [F:22][C:21]1[C:16]([C:11]2[N:12]=[C:13]([CH3:15])[N:14]=[C:9]([N:8]([CH2:7][C:6]3[CH:47]=[CH:48][C:3]([O:2][CH3:1])=[CH:4][CH:5]=3)[CH2:38][C:39]3[CH:40]=[CH:41][C:42]([O:45][CH3:46])=[CH:43][CH:44]=3)[CH:10]=2)=[CH:17][C:18]([C@H:23]([N:25]2[CH2:26][CH2:27][NH:28][CH2:29][CH2:30]2)[CH3:24])=[CH:19][N:20]=1.